Dataset: Forward reaction prediction with 1.9M reactions from USPTO patents (1976-2016). Task: Predict the product of the given reaction. (1) The product is: [CH3:33][O:32][C:5]1[CH:4]=[N:3][C:2]([C:38]2[CH:39]=[N:34][CH:35]=[N:36][CH:37]=2)=[C:7]2[NH:8][CH:9]=[C:10]([C:11](=[O:31])[C:12]([N:14]3[CH2:19][CH2:18][N:17]([C:20]4[N:24]([C:25]5[CH:30]=[CH:29][CH:28]=[CH:27][N:26]=5)[N:23]=[N:22][N:21]=4)[CH2:16][CH2:15]3)=[O:13])[C:6]=12. Given the reactants Br[C:2]1[N:3]=[CH:4][C:5]([O:32][CH3:33])=[C:6]2[C:10]([C:11](=[O:31])[C:12]([N:14]3[CH2:19][CH2:18][N:17]([C:20]4[N:24]([C:25]5[CH:30]=[CH:29][CH:28]=[CH:27][N:26]=5)[N:23]=[N:22][N:21]=4)[CH2:16][CH2:15]3)=[O:13])=[CH:9][NH:8][C:7]=12.[N:34]1[CH:39]=[C:38](B(O)O)[CH:37]=[N:36][CH:35]=1.ClCCl.C(=O)([O-])[O-].[Cs+].[Cs+], predict the reaction product. (2) Given the reactants Cl[C:2]1[N:3]=[C:4]([O:25][C@H:26]2[CH2:29][C@H:28]([NH:30][C:31](=[O:37])[O:32][C:33]([CH3:36])([CH3:35])[CH3:34])[CH2:27]2)[C:5]2[C:10]([C:11]3[CH:16]=[CH:15][CH:14]=[CH:13][N:12]=3)=[CH:9][N:8]([CH2:17][O:18][CH2:19][CH2:20][Si:21]([CH3:24])([CH3:23])[CH3:22])[C:6]=2[N:7]=1.[CH3:38][N:39]1[CH:43]=[C:42]([NH2:44])[CH:41]=[N:40]1.C(=O)([O-])[O-].[Cs+].[Cs+].CC1(C)C2C=CC=C(P(C3C=CC=CC=3)C3C=CC=CC=3)C=2OC2C1=CC=CC=2P(C1C=CC=CC=1)C1C=CC=CC=1, predict the reaction product. The product is: [CH3:38][N:39]1[CH:43]=[C:42]([NH:44][C:2]2[N:3]=[C:4]([O:25][C@H:26]3[CH2:27][C@H:28]([NH:30][C:31](=[O:37])[O:32][C:33]([CH3:34])([CH3:35])[CH3:36])[CH2:29]3)[C:5]3[C:10]([C:11]4[CH:16]=[CH:15][CH:14]=[CH:13][N:12]=4)=[CH:9][N:8]([CH2:17][O:18][CH2:19][CH2:20][Si:21]([CH3:24])([CH3:22])[CH3:23])[C:6]=3[N:7]=2)[CH:41]=[N:40]1. (3) Given the reactants [CH:1]1([C:4]2[CH:10]=[CH:9][CH:8]=[C:7]([CH3:11])[C:5]=2[O-:6])[CH2:3][CH2:2]1.[Na+].C(C(CCCC)CO)C.[OH:22][C:23]1[CH:28]=[C:27]([Cl:29])[N:26]=[N:25][C:24]=1Cl.C1(C2C=CC=C(C)C=2O)CC1, predict the reaction product. The product is: [Cl:29][C:27]1[N:26]=[N:25][C:24]([O:6][C:5]2[C:7]([CH3:11])=[CH:8][CH:9]=[CH:10][C:4]=2[CH:1]2[CH2:3][CH2:2]2)=[C:23]([OH:22])[CH:28]=1. (4) Given the reactants [C:1]([C:4]1[CH:9]=[CH:8][CH:7]=[CH:6][CH:5]=1)(=O)[CH3:2].[Li+].C[Si]([N-][Si](C)(C)C)(C)C.[C:20](Cl)(=O)[CH2:21][CH3:22].O.[NH2:26][NH2:27].[OH-].[Na+], predict the reaction product. The product is: [CH2:21]([C:20]1[NH:27][N:26]=[C:1]([C:4]2[CH:9]=[CH:8][CH:7]=[CH:6][CH:5]=2)[CH:2]=1)[CH3:22]. (5) Given the reactants [NH2:1][C:2](=[S:8])[C:3]([O:5][CH2:6][CH3:7])=[O:4].Br[CH2:10][C:11](=O)[C:12]([OH:14])=[O:13].O, predict the reaction product. The product is: [CH2:6]([O:5][C:3]([C:2]1[S:8][CH:10]=[C:11]([C:12]([OH:14])=[O:13])[N:1]=1)=[O:4])[CH3:7].